Dataset: Catalyst prediction with 721,799 reactions and 888 catalyst types from USPTO. Task: Predict which catalyst facilitates the given reaction. (1) Reactant: [CH3:1][O:2][C:3]([CH:5]=[CH:6][C:7]1[CH:16]=[CH:15][C:14]2[NH:13][C:12](=[O:17])[CH:11]3[CH2:18][CH2:19][CH2:20][CH:10]3[C:9]=2[CH:8]=1)=[O:4].C(O)(=O)C.[H][H]. Product: [CH3:1][O:2][C:3]([CH2:5][CH2:6][C:7]1[CH:16]=[CH:15][C:14]2[NH:13][C:12](=[O:17])[CH:11]3[CH2:18][CH2:19][CH2:20][CH:10]3[C:9]=2[CH:8]=1)=[O:4]. The catalyst class is: 78. (2) Reactant: [NH2:1][C:2]1[N:7]=[C:6]([C:8]2[C:16]3[C:11](=[N:12][CH:13]=[CH:14][C:15]=3Cl)[NH:10][CH:9]=2)[CH:5]=[CH:4][N:3]=1. Product: [NH2:1][C:2]1[N:7]=[C:6]([C:8]2[C:16]3[C:11](=[N:12][CH:13]=[CH:14][C:15]=3[C:4]#[C:5][CH2:6][CH2:8][CH3:9])[NH:10][CH:9]=2)[CH:5]=[CH:4][N:3]=1. The catalyst class is: 5. (3) The catalyst class is: 9. Reactant: [N+:1]([C:4]1[CH:9]=[CH:8][C:7]([OH:10])=[CH:6][CH:5]=1)([O-:3])=[O:2].Br[CH2:12][CH2:13][OH:14].C(=O)([O-])[O-].[K+].[K+]. Product: [N+:1]([C:4]1[CH:9]=[CH:8][C:7]([O:10][CH2:12][CH2:13][OH:14])=[CH:6][CH:5]=1)([O-:3])=[O:2]. (4) The catalyst class is: 111. Reactant: Cl[CH2:2][CH2:3][CH2:4][O:5][C:6]1[CH:7]=[N:8][CH:9]=[CH:10][CH:11]=1.[CH2:12]([NH2:14])[CH3:13]. Product: [CH2:12]([NH:14][CH2:2][CH2:3][CH2:4][O:5][C:6]1[CH:7]=[N:8][CH:9]=[CH:10][CH:11]=1)[CH3:13]. (5) Reactant: Cl.[NH2:2][C:3]1[CH:4]=[C:5]([NH:9][C:10]([N:12]2[CH2:17][CH2:16][N:15]([C:18](=[O:34])[C:19]3[CH:24]=[CH:23][CH:22]=[C:21]([O:25][CH2:26][CH2:27][CH:28]4[CH2:33][CH2:32][CH2:31][CH2:30][CH2:29]4)[CH:20]=3)[CH2:14][CH2:13]2)=[O:11])[CH:6]=[N:7][CH:8]=1.[CH3:35][S:36](Cl)(=[O:38])=[O:37].C(=O)([O-])O.[Na+]. Product: [CH:28]1([CH2:27][CH2:26][O:25][C:21]2[CH:20]=[C:19]([CH:24]=[CH:23][CH:22]=2)[C:18]([N:15]2[CH2:16][CH2:17][N:12]([C:10]([NH:9][C:5]3[CH:6]=[N:7][CH:8]=[C:3]([NH:2][S:36]([CH3:35])(=[O:38])=[O:37])[CH:4]=3)=[O:11])[CH2:13][CH2:14]2)=[O:34])[CH2:33][CH2:32][CH2:31][CH2:30][CH2:29]1. The catalyst class is: 4. (6) Reactant: [Br:1][C:2]1[CH:3]=[C:4]2[C:8](=[CH:9][CH:10]=1)[CH2:7][CH:6]([NH2:11])[CH2:5]2.[C:12]([O:16][C:17](=[O:22])[NH:18][CH2:19][CH:20]=O)([CH3:15])([CH3:14])[CH3:13].[BH-](OC(C)=O)(OC(C)=O)OC(C)=O.[Na+].C(Cl)Cl. Product: [Br:1][C:2]1[CH:3]=[C:4]2[C:8](=[CH:9][CH:10]=1)[CH2:7][CH:6]([NH:11][CH2:20][CH2:19][NH:18][C:17](=[O:22])[O:16][C:12]([CH3:15])([CH3:14])[CH3:13])[CH2:5]2. The catalyst class is: 61. (7) Reactant: [S:1]1[C:5]2[CH:6]=[CH:7][CH:8]=[CH:9][C:4]=2[N:3]=[C:2]1[O:10][C:11]1[CH:12]=[C:13]2[C:17](=[CH:18][CH:19]=1)[NH:16][C:15]([C:20]([N:22]1[CH2:27][CH2:26][CH2:25][CH2:24][CH2:23]1)=O)=[CH:14]2.[H-].[H-].[H-].[H-].[Li+].[Al+3].O. Product: [N:22]1([CH2:20][C:15]2[NH:16][C:17]3[C:13]([CH:14]=2)=[CH:12][C:11]([O:10][C:2]2[S:1][C:5]4[CH:6]=[CH:7][CH:8]=[CH:9][C:4]=4[N:3]=2)=[CH:19][CH:18]=3)[CH2:27][CH2:26][CH2:25][CH2:24][CH2:23]1. The catalyst class is: 1.